Dataset: Experimentally validated miRNA-target interactions with 360,000+ pairs, plus equal number of negative samples. Task: Binary Classification. Given a miRNA mature sequence and a target amino acid sequence, predict their likelihood of interaction. The miRNA is hsa-miR-21-5p with sequence UAGCUUAUCAGACUGAUGUUGA. The protein sequence of the target gene is MAFLGLFSLLVLQSMATGATFPEEAIADLSVNMYNRLRATGEDENILFSPLSIALAMGMMELGAQGSTQKEIRHSMGYDSLKNGEEFSFLKEFSNMVTAKESQYVMKIANSLFVQNGFHVNEEFLQMMKKYFNAAVNHVDFSQNVAVANYINKWVENNTNNLVKDLVSPRDFDAATYLALINAVYFKGNWKSQFRPENTRTFSFTKDDESEVQIPMMYQQGEFYYGEFSDGSNEAGGIYQVLEIPYEGDEISMMLVLSRQEVPLATLEPLVKAQLVEEWANSVKKQKVEVYLPRFTVEQE.... Result: 1 (interaction).